Task: Regression. Given a peptide amino acid sequence and an MHC pseudo amino acid sequence, predict their binding affinity value. This is MHC class II binding data.. Dataset: Peptide-MHC class II binding affinity with 134,281 pairs from IEDB (1) The peptide sequence is NCVLKKSTNGLRIKS. The MHC is HLA-DQA10102-DQB10602 with pseudo-sequence HLA-DQA10102-DQB10602. The binding affinity (normalized) is 0.171. (2) The peptide sequence is EVELREHGSDEWVAM. The MHC is HLA-DPA10103-DPB10301 with pseudo-sequence HLA-DPA10103-DPB10301. The binding affinity (normalized) is 0. (3) The peptide sequence is GSYHQMADAVSIETS. The MHC is H-2-IAd with pseudo-sequence H-2-IAd. The binding affinity (normalized) is 0.485. (4) The peptide sequence is HLYYNSNIGKII. The MHC is HLA-DPA10301-DPB10402 with pseudo-sequence HLA-DPA10301-DPB10402. The binding affinity (normalized) is 0.667. (5) The peptide sequence is AAFTSSSKAATAKAP. The MHC is HLA-DPA10201-DPB10501 with pseudo-sequence HLA-DPA10201-DPB10501. The binding affinity (normalized) is 0.189. (6) The peptide sequence is LSVTEQSEFYFPRAP. The MHC is DRB1_0404 with pseudo-sequence DRB1_0404. The binding affinity (normalized) is 0.